From a dataset of NCI-60 drug combinations with 297,098 pairs across 59 cell lines. Regression. Given two drug SMILES strings and cell line genomic features, predict the synergy score measuring deviation from expected non-interaction effect. (1) Drug 1: C(CN)CNCCSP(=O)(O)O. Drug 2: CC12CCC3C(C1CCC2OP(=O)(O)O)CCC4=C3C=CC(=C4)OC(=O)N(CCCl)CCCl.[Na+]. Cell line: CCRF-CEM. Synergy scores: CSS=3.97, Synergy_ZIP=-0.581, Synergy_Bliss=2.73, Synergy_Loewe=-0.321, Synergy_HSA=2.10. (2) Drug 1: CN1C2=C(C=C(C=C2)N(CCCl)CCCl)N=C1CCCC(=O)O.Cl. Drug 2: CC(C)(C#N)C1=CC(=CC(=C1)CN2C=NC=N2)C(C)(C)C#N. Cell line: K-562. Synergy scores: CSS=-4.71, Synergy_ZIP=-8.06, Synergy_Bliss=-20.4, Synergy_Loewe=-9.68, Synergy_HSA=-13.8.